From a dataset of Full USPTO retrosynthesis dataset with 1.9M reactions from patents (1976-2016). Predict the reactants needed to synthesize the given product. (1) Given the product [C:1]([C:4]1[N:5]=[C:6]([N:9]2[CH2:12][CH:11]([O:13][S:15]([CH3:14])(=[O:17])=[O:16])[CH2:10]2)[O:7][CH:8]=1)(=[O:3])[NH2:2], predict the reactants needed to synthesize it. The reactants are: [C:1]([C:4]1[N:5]=[C:6]([N:9]2[CH2:12][CH:11]([OH:13])[CH2:10]2)[O:7][CH:8]=1)(=[O:3])[NH2:2].[CH3:14][S:15](Cl)(=[O:17])=[O:16].C(N(CC)CC)C.CO. (2) Given the product [C:1]([O:5][C:6]([N:8]1[CH2:13][C:12](=[CH:6][N:8]([CH3:13])[CH3:9])[C:11](=[O:14])[C:10]([CH3:16])([CH3:15])[CH2:9]1)=[O:7])([CH3:4])([CH3:2])[CH3:3], predict the reactants needed to synthesize it. The reactants are: [C:1]([O:5][C:6]([N:8]1[CH2:13][CH2:12][C:11](=[O:14])[C:10]([CH3:16])([CH3:15])[CH2:9]1)=[O:7])([CH3:4])([CH3:3])[CH3:2].